This data is from Reaction yield outcomes from USPTO patents with 853,638 reactions. The task is: Predict the reaction yield, written as a fraction of the theoretical maximum amount of product (1.0 means a 100% yield; for example, 0.34 means a 34% yield). (1) The reactants are [C:1]([O:5][C:6]([NH:8][CH2:9][CH2:10][CH2:11][C:12]1[CH:13]=[C:14]([NH:19]/[C:20](/[NH:32]C(=O)OCC2C=CC=CC=2)=[N:21]/C(=O)OCC2C=CC=CC=2)[C:15]([CH3:18])=[N:16][CH:17]=1)=[O:7])([CH3:4])([CH3:3])[CH3:2]. The catalyst is CO.[OH-].[OH-].[Pd+2]. The product is [C:1]([O:5][C:6](=[O:7])[NH:8][CH2:9][CH2:10][CH2:11][C:12]1[CH:17]=[N:16][C:15]([CH3:18])=[C:14]([NH:19][C:20]([NH2:32])=[NH:21])[CH:13]=1)([CH3:3])([CH3:4])[CH3:2]. The yield is 0.990. (2) The reactants are [NH2:1][C:2]1[CH:10]=[CH:9][C:5]([C:6]([OH:8])=O)=[CH:4][C:3]=1[Cl:11].[NH:12]1[CH2:17][CH2:16][CH2:15][C@@H:14]2[C:18]3[CH:19]=[CH:20][CH:21]=[CH:22][C:23]=3[CH2:24][C@H:13]12.F[P-](F)(F)(F)(F)F.N1(OC(N(C)C)=[N+](C)C)C2N=CC=CC=2N=N1. No catalyst specified. The product is [NH2:1][C:2]1[CH:10]=[CH:9][C:5]([C:6]([N:12]2[CH2:17][CH2:16][CH2:15][C@@H:14]3[C:18]4[CH:19]=[CH:20][CH:21]=[CH:22][C:23]=4[CH2:24][C@H:13]23)=[O:8])=[CH:4][C:3]=1[Cl:11]. The yield is 0.380. (3) The reactants are [N+](C1C=CC(C([O:10][C@:11]([C:18]2[N:19]=[N:20][N:21]([CH2:23][C:24]3[CH:33]=[C:32]4[C:27]([C:28]([Cl:36])=[CH:29][C:30]([C:34]#[N:35])=[N:31]4)=[CH:26][CH:25]=3)[CH:22]=2)([CH2:16][CH3:17])[C:12]([F:15])([F:14])[F:13])=O)=CC=1)([O-])=O.C([O-])([O-])=[O:40].C([O-])([O-])=O.OO.OO.OO.[Na+].[Na+].[Na+].[Na+].O. The catalyst is CC(C)=O.O. The product is [Cl:36][C:28]1[C:27]2[C:32](=[CH:33][C:24]([CH2:23][N:21]3[CH:22]=[C:18]([C@@:11]([OH:10])([CH2:16][CH3:17])[C:12]([F:14])([F:15])[F:13])[N:19]=[N:20]3)=[CH:25][CH:26]=2)[N:31]=[C:30]([C:34]([NH2:35])=[O:40])[CH:29]=1. The yield is 0.910. (4) The reactants are C([N:4]1[CH2:13][CH2:12][C:11]2[N:10]([CH3:14])[C:9](=[O:15])[CH:8]=[C:7]([C:16]3[CH:21]=[CH:20][CH:19]=[C:18]([Cl:22])[CH:17]=3)[C:6]=2[CH2:5]1)C=C.CC#N. The catalyst is O. The product is [Cl:22][C:18]1[CH:17]=[C:16]([C:7]2[C:6]3[CH2:5][NH:4][CH2:13][CH2:12][C:11]=3[N:10]([CH3:14])[C:9](=[O:15])[CH:8]=2)[CH:21]=[CH:20][CH:19]=1. The yield is 0.610. (5) The reactants are Cl[C:2]1[NH:3][N:4]2[C:11]([CH:12]([CH3:14])[CH3:13])=[N:10][CH:9]=[C:5]2[C:6](=[O:8])[N:7]=1.CCN(C(C)C)C(C)C.[I-].[Na+].[NH2:26][CH:27]([C:30]1[CH:35]=[CH:34][C:33]([CH3:36])=[CH:32][CH:31]=1)[CH2:28][OH:29]. The catalyst is C(O)CCC. The product is [OH:29][CH2:28][CH:27]([NH:26][C:2]1[NH:3][N:4]2[C:11]([CH:12]([CH3:14])[CH3:13])=[N:10][CH:9]=[C:5]2[C:6](=[O:8])[N:7]=1)[C:30]1[CH:35]=[CH:34][C:33]([CH3:36])=[CH:32][CH:31]=1. The yield is 0.389. (6) The reactants are [C:1]([C:5]1[CH:10]=[C:9]([CH3:11])[C:8]([N+:12]([O-:14])=[O:13])=[CH:7][C:6]=1[N+:15]([O-:17])=[O:16])([CH3:4])([CH3:3])[CH3:2].C(C1C=CC([N+]([O-])=O)=C(C)C=1[N+]([O-])=O)(C)(C)C.C[C:36]([N:38]([CH3:40])[CH3:39])=O. The yield is 0.680. The catalyst is CN(C=O)C. The product is [C:1]([C:5]1[C:6]([N+:15]([O-:17])=[O:16])=[CH:7][C:8]([N+:12]([O-:14])=[O:13])=[C:9](/[CH:11]=[CH:36]/[N:38]([CH3:40])[CH3:39])[CH:10]=1)([CH3:4])([CH3:2])[CH3:3]. (7) The reactants are [C:1]([NH:6][C:7]1[CH:15]=[CH:14][C:13]([Cl:16])=[CH:12][C:8]=1[C:9]([NH2:11])=[O:10])(=O)[CH2:2][CH2:3][CH3:4].[OH-].[Na+].Cl. The catalyst is C(O)C. The product is [Cl:16][C:13]1[CH:12]=[C:8]2[C:7](=[CH:15][CH:14]=1)[N:6]=[C:1]([CH2:2][CH2:3][CH3:4])[N:11]=[C:9]2[OH:10]. The yield is 0.810.